Dataset: Forward reaction prediction with 1.9M reactions from USPTO patents (1976-2016). Task: Predict the product of the given reaction. Given the reactants [Cl:1][C:2]1[CH:3]=[C:4]2[CH:12]([OH:13])[C:11]3[CH:14]=[C:15]([Cl:18])[N:16]=[CH:17][C:10]=3[CH:9]=[CH:8][C:5]2=[N:6][CH:7]=1.N1C=CN=C1.[CH3:24][C:25]([Si:28](Cl)([C:35]1[CH:40]=[CH:39][CH:38]=[CH:37][CH:36]=1)[C:29]1[CH:34]=[CH:33][CH:32]=[CH:31][CH:30]=1)([CH3:27])[CH3:26].[OH2:42], predict the reaction product. The product is: [Si:28]([O:13][C:12]1([OH:42])[C:4]2[C:5](=[N:6][CH:7]=[C:2]([Cl:1])[CH:3]=2)[CH:8]=[CH:9][C:10]2[CH:17]=[N:16][C:15]([Cl:18])=[CH:14][C:11]1=2)([C:25]([CH3:27])([CH3:26])[CH3:24])([C:35]1[CH:40]=[CH:39][CH:38]=[CH:37][CH:36]=1)[C:29]1[CH:34]=[CH:33][CH:32]=[CH:31][CH:30]=1.